Dataset: Forward reaction prediction with 1.9M reactions from USPTO patents (1976-2016). Task: Predict the product of the given reaction. (1) Given the reactants [NH2:1][C:2]1[CH:3]=[N:4][N:5]([CH3:22])[C:6]=1[N:7]1[CH2:13][CH2:12][C@H:11]([F:14])[C@@H:10]([NH:15][C:16](=[O:21])[C:17]([F:20])([F:19])[F:18])[CH2:9][CH2:8]1.N(C1CCN(C2N(C[CH:39]([F:41])[F:40])N=CC=2[N+]([O-])=O)CCC1O)=[N+]=[N-], predict the reaction product. The product is: [NH2:1][C:2]1[CH:3]=[N:4][N:5]([CH2:22][CH:39]([F:41])[F:40])[C:6]=1[N:7]1[CH2:13][CH2:12][CH:11]([F:14])[CH:10]([NH:15][C:16](=[O:21])[C:17]([F:20])([F:19])[F:18])[CH2:9][CH2:8]1. (2) The product is: [CH3:1][O:2][C:3]1[CH:4]=[CH:5][C:6]([NH:11][C:12]2[C:13]3[N:14]([CH:27]=[CH:28][N:29]=3)[N:15]=[C:16]([C:18]3[CH:19]=[C:20]([CH:24]=[CH:25][CH:26]=3)[C:21]([NH:30][C:31]3[CH:32]=[C:33]4[C:37](=[CH:38][CH:39]=3)[C:36](=[O:40])[NH:35][CH2:34]4)=[O:23])[CH:17]=2)=[N:7][C:8]=1[O:9][CH3:10]. Given the reactants [CH3:1][O:2][C:3]1[CH:4]=[CH:5][C:6]([NH:11][C:12]2[C:13]3[N:14]([CH:27]=[CH:28][N:29]=3)[N:15]=[C:16]([C:18]3[CH:19]=[C:20]([CH:24]=[CH:25][CH:26]=3)[C:21]([OH:23])=O)[CH:17]=2)=[N:7][C:8]=1[O:9][CH3:10].[NH2:30][C:31]1[CH:32]=[C:33]2[C:37](=[CH:38][CH:39]=1)[C:36](=[O:40])[NH:35][CH2:34]2.CN1C=CN=C1.CCN=C=NCCCN(C)C, predict the reaction product. (3) Given the reactants [C:1]([O:4][C:5](=[O:7])[CH3:6])(=O)[CH3:2].[C:8]([O:11][CH2:12][CH3:13])(=[O:10])[CH3:9].N1C=[CH:18][CH:17]=[CH:16][CH:15]=1, predict the reaction product. The product is: [C:5]([O:4][C:1]1[CH:15]=[C:16]([CH:13]=[C:12]([O:11][C:8](=[O:10])[CH3:9])[CH:2]=1)[CH:17]=[CH2:18])(=[O:7])[CH3:6].